Dataset: Reaction yield outcomes from USPTO patents with 853,638 reactions. Task: Predict the reaction yield, written as a fraction of the theoretical maximum amount of product (1.0 means a 100% yield; for example, 0.34 means a 34% yield). (1) The catalyst is CCCCO.C(Cl)Cl.CO.CCOCC. The product is [ClH:49].[NH2:25][C@H:20]1[C@H:19]([CH3:18])[CH2:24][CH2:23][N:22]([C:3]2[C:2]([Br:1])=[CH:7][N:6]=[C:5]3[NH:8][CH:9]=[C:10]([NH:11][C:12](=[O:16])[CH:13]([CH3:15])[CH3:14])[C:4]=23)[CH2:21]1. The reactants are [Br:1][C:2]1[C:3](F)=[C:4]2[C:10]([NH:11][C:12](=[O:16])[CH:13]([CH3:15])[CH3:14])=[CH:9][NH:8][C:5]2=[N:6][CH:7]=1.[CH3:18][C@@H:19]1[CH2:24][CH2:23][NH:22][CH2:21][C@H:20]1[NH:25]C(=O)OC(C)(C)C.CCN(C(C)C)C(C)C.C(O)(C(F)(F)F)=O.[ClH:49]. The yield is 0.0400. (2) The reactants are [CH:1]([O:4][C:5]1[CH:14]=[CH:13][C:12]([N+:15]([O-:17])=[O:16])=[CH:11][C:6]=1[C:7]([O:9]C)=[O:8])([CH3:3])[CH3:2].[Li+].[OH-].Cl. The catalyst is C1COCC1.O. The product is [CH:1]([O:4][C:5]1[CH:14]=[CH:13][C:12]([N+:15]([O-:17])=[O:16])=[CH:11][C:6]=1[C:7]([OH:9])=[O:8])([CH3:3])[CH3:2]. The yield is 0.925. (3) The reactants are Br[C:2]1[CH:3]=[CH:4][C:5]2[C:14]3[CH2:13][CH2:12][N:11]([C:15]([O:17][C:18]([CH3:21])([CH3:20])[CH3:19])=[O:16])[CH2:10][CH2:9][C:8]=3[N:7]([CH3:22])[C:6]=2[N:23]=1.[CH2:24]([O:31][C:32]1[CH:37]=[CH:36][NH:35][C:34](=[O:38])[CH:33]=1)[C:25]1[CH:30]=[CH:29][CH:28]=[CH:27][CH:26]=1.C([O-])([O-])=O.[Cs+].[Cs+].OC1C=CC=C2C=1N=CC=C2.C. The catalyst is CS(C)=O.C(Cl)Cl.[Cu](I)I. The product is [CH2:24]([O:31][C:32]1[CH:37]=[CH:36][N:35]([C:2]2[CH:3]=[CH:4][C:5]3[C:14]4[CH2:13][CH2:12][N:11]([C:15]([O:17][C:18]([CH3:21])([CH3:20])[CH3:19])=[O:16])[CH2:10][CH2:9][C:8]=4[N:7]([CH3:22])[C:6]=3[N:23]=2)[C:34](=[O:38])[CH:33]=1)[C:25]1[CH:26]=[CH:27][CH:28]=[CH:29][CH:30]=1. The yield is 0.330. (4) The reactants are O1CCCC1.[CH3:6][C:7]([CH3:10])([O-:9])[CH3:8].[K+].F[C:13]1[CH:18]=[CH:17][C:16]([F:19])=[CH:15][C:14]=1[N+:20]([O-:22])=[O:21].Cl. The catalyst is O. The product is [C:7]([O:9][C:13]1[CH:18]=[CH:17][C:16]([F:19])=[CH:15][C:14]=1[N+:20]([O-:22])=[O:21])([CH3:10])([CH3:8])[CH3:6]. The yield is 0.800. (5) The reactants are [C:1]([C:3]1[CH:4]=[C:5](B(O)O)[CH:6]=[CH:7][CH:8]=1)#[N:2].[NH2:12][C:13]1[N:14]=[C:15]([N:24]2[CH2:29][CH2:28][N:27]([C:30](=[O:40])[CH2:31][O:32][C:33]3[CH:38]=[CH:37][C:36]([Cl:39])=[CH:35][CH:34]=3)[CH2:26][CH2:25]2)[C:16]2[N:22]=[C:21](Cl)[CH:20]=[CH:19][C:17]=2[N:18]=1. No catalyst specified. The product is [NH2:12][C:13]1[N:14]=[C:15]([N:24]2[CH2:29][CH2:28][N:27]([C:30](=[O:40])[CH2:31][O:32][C:33]3[CH:38]=[CH:37][C:36]([Cl:39])=[CH:35][CH:34]=3)[CH2:26][CH2:25]2)[C:16]2[N:22]=[C:21]([C:7]3[CH:6]=[CH:5][CH:4]=[C:3]([C:1]#[N:2])[CH:8]=3)[CH:20]=[CH:19][C:17]=2[N:18]=1. The yield is 0.890. (6) The reactants are [CH3:1][O:2][CH2:3][CH2:4][O:5][CH2:6][N:7]1[CH:11]=[CH:10][CH:9]=[N:8]1.C([Li])CCC.[CH2:17]([O:24][C@@H:25]1[CH2:31][CH2:30][C@@H:29]2[C@@H:27]([O:28]2)[CH2:26]1)[C:18]1[CH:23]=[CH:22][CH:21]=[CH:20][CH:19]=1.C(=O)([O-])O.[Na+]. The catalyst is C1COCC1. The product is [CH2:17]([O:24][C@H:25]1[CH2:26][C@H:27]([OH:28])[C@@H:29]([C:11]2[N:7]([CH2:6][O:5][CH2:4][CH2:3][O:2][CH3:1])[N:8]=[CH:9][CH:10]=2)[CH2:30][CH2:31]1)[C:18]1[CH:23]=[CH:22][CH:21]=[CH:20][CH:19]=1. The yield is 0.550. (7) The reactants are [N:1]1[CH:6]=[C:5](B(O)O)[CH:4]=[N:3][CH:2]=1.Br[C:11]1[C:12]([F:20])=[CH:13][C:14]([F:19])=[C:15]([CH:18]=1)[CH:16]=[O:17].C(=O)([O-])[O-].[Cs+].[Cs+]. The catalyst is COCCOC.CCO.O.Cl[Pd](Cl)([P](C1C=CC=CC=1)(C1C=CC=CC=1)C1C=CC=CC=1)[P](C1C=CC=CC=1)(C1C=CC=CC=1)C1C=CC=CC=1. The product is [F:19][C:14]1[CH:13]=[C:12]([F:20])[C:11]([C:5]2[CH:6]=[N:1][CH:2]=[N:3][CH:4]=2)=[CH:18][C:15]=1[CH:16]=[O:17]. The yield is 0.510. (8) The catalyst is CO. The yield is 0.720. The product is [C:2]([C:4]1[CH:9]=[CH:8][C:7]([N:10]2[C:15](=[O:16])[C:14]([CH2:17][C:18]3[CH:19]=[CH:20][C:21]([C:24]4[CH:29]=[CH:28][CH:27]=[CH:26][C:25]=4[C:30]4[NH:34][C:33](=[O:35])[O:32][N:31]=4)=[CH:22][CH:23]=3)=[C:13]([CH2:36][CH2:37][CH3:38])[N:12]3[N:39]=[CH:40][N:41]=[C:11]23)=[CH:6][CH:5]=1)(=[O:1])[CH3:3]. The reactants are [OH:1][CH:2]([C:4]1[CH:9]=[CH:8][C:7]([N:10]2[C:15](=[O:16])[C:14]([CH2:17][C:18]3[CH:23]=[CH:22][C:21]([C:24]4[CH:29]=[CH:28][CH:27]=[CH:26][C:25]=4[C:30]4[NH:34][C:33](=[O:35])[O:32][N:31]=4)=[CH:20][CH:19]=3)=[C:13]([CH2:36][CH2:37][CH3:38])[N:12]3[N:39]=[CH:40][N:41]=[C:11]23)=[CH:6][CH:5]=1)[CH3:3].[BH4-].[Na+]. (9) The reactants are [NH2:1][C:2]1[C:3]([C:16]([O:18][CH3:19])=[O:17])=[N:4][C:5]([C:9]2[CH:14]=[CH:13][CH:12]=[C:11](Br)[CH:10]=2)=[C:6]([F:8])[CH:7]=1.[CH3:20][C:21]1[O:25][C:24]([C@:26]([OH:30])([C:28]#[CH:29])[CH3:27])=[N:23][N:22]=1. No catalyst specified. The product is [NH2:1][C:2]1[C:3]([C:16]([O:18][CH3:19])=[O:17])=[N:4][C:5]([C:9]2[CH:14]=[CH:13][CH:12]=[C:11]([C:29]#[C:28][C@@:26]([OH:30])([C:24]3[O:25][C:21]([CH3:20])=[N:22][N:23]=3)[CH3:27])[CH:10]=2)=[C:6]([F:8])[CH:7]=1. The yield is 0.680.